The task is: Regression. Given a peptide amino acid sequence and an MHC pseudo amino acid sequence, predict their binding affinity value. This is MHC class II binding data.. This data is from Peptide-MHC class II binding affinity with 134,281 pairs from IEDB. (1) The peptide sequence is ARVTVKDVTFRNITG. The MHC is HLA-DQA10101-DQB10501 with pseudo-sequence HLA-DQA10101-DQB10501. The binding affinity (normalized) is 0.285. (2) The binding affinity (normalized) is 0.794. The peptide sequence is TPVNIIGRNLLTQIG. The MHC is HLA-DPA10301-DPB10402 with pseudo-sequence HLA-DPA10301-DPB10402. (3) The peptide sequence is AHGIPKVPPGPNITA. The MHC is DRB1_1501 with pseudo-sequence DRB1_1501. The binding affinity (normalized) is 0.0400. (4) The peptide sequence is IPSIIHEALNIALIA. The MHC is DRB1_0405 with pseudo-sequence DRB1_0405. The binding affinity (normalized) is 0.636. (5) The peptide sequence is GELQIVDKMDAAFKI. The MHC is DRB1_0401 with pseudo-sequence DRB1_0401. The binding affinity (normalized) is 0.227. (6) The peptide sequence is SWKLEKASLIEVKTC. The MHC is DRB1_1501 with pseudo-sequence DRB1_1501. The binding affinity (normalized) is 0.246. (7) The MHC is HLA-DQA10103-DQB10302 with pseudo-sequence HLA-DQA10103-DQB10302. The peptide sequence is SGEGSFQPSQQNPQ. The binding affinity (normalized) is 0.125. (8) The peptide sequence is IRQAGVQYSR. The MHC is DRB1_1501 with pseudo-sequence DRB1_1501. The binding affinity (normalized) is 0.0484.